Dataset: Forward reaction prediction with 1.9M reactions from USPTO patents (1976-2016). Task: Predict the product of the given reaction. (1) Given the reactants [CH2:1]([NH:5][CH3:6])[CH2:2][CH2:3][CH3:4].[Br:7][CH2:8][CH2:9][CH2:10][CH2:11][CH2:12][CH2:13][CH2:14][CH2:15][CH2:16][CH2:17][C:18]([OH:20])=O.Cl.CN(C)CCCN=C=NCC, predict the reaction product. The product is: [CH2:1]([N:5]([CH3:6])[C:18](=[O:20])[CH2:17][CH2:16][CH2:15][CH2:14][CH2:13][CH2:12][CH2:11][CH2:10][CH2:9][CH2:8][Br:7])[CH2:2][CH2:3][CH3:4]. (2) Given the reactants [Cl:1][C:2]1[CH:7]=[CH:6][C:5]([N:8]2C(=O)[C:13]([CH3:17])([CH3:16])[C:12](=O)[NH:11][C:10]3[CH:19]=[CH:20][CH:21]=[CH:22][C:9]2=3)=[CH:4][CH:3]=1.CC([O-])(C)C.[K+].P(Cl)(=O)([O:32][CH3:33])OC.[C:36]([NH:39][NH2:40])(=O)[CH3:37], predict the reaction product. The product is: [Cl:1][C:2]1[CH:3]=[CH:4][C:5]([N:8]2[C:33](=[O:32])[C:13]([CH3:16])([CH3:17])[C:12]3=[N:40][N:39]=[C:36]([CH3:37])[N:11]3[C:10]3[CH:19]=[CH:20][CH:21]=[CH:22][C:9]2=3)=[CH:6][CH:7]=1.